This data is from Full USPTO retrosynthesis dataset with 1.9M reactions from patents (1976-2016). The task is: Predict the reactants needed to synthesize the given product. (1) Given the product [CH3:30][O:31][C:32]1[CH:33]=[CH:34][C:35]([CH2:38][C:39]([N:9]2[CH2:10][CH2:11][C:6]3([CH2:5][N:4]([C@H:12]4[C:20]5[C:15](=[CH:16][C:17]([C:21]6[N:22]=[CH:23][C:24]([C:27]([NH2:29])=[O:28])=[N:25][CH:26]=6)=[CH:18][CH:19]=5)[CH2:14][CH2:13]4)[CH2:3]3)[CH2:7][CH2:8]2)=[O:40])=[N:36][CH:37]=1, predict the reactants needed to synthesize it. The reactants are: Cl.Cl.[CH2:3]1[C:6]2([CH2:11][CH2:10][NH:9][CH2:8][CH2:7]2)[CH2:5][N:4]1[C@H:12]1[C:20]2[C:15](=[CH:16][C:17]([C:21]3[N:22]=[CH:23][C:24]([C:27]([NH2:29])=[O:28])=[N:25][CH:26]=3)=[CH:18][CH:19]=2)[CH2:14][CH2:13]1.[CH3:30][O:31][C:32]1[CH:33]=[CH:34][C:35]([CH2:38][C:39](O)=[O:40])=[N:36][CH:37]=1.CN(C(ON1N=NC2C=CC=CC1=2)=[N+](C)C)C.F[P-](F)(F)(F)(F)F.C(N(CC)CC)C. (2) Given the product [CH3:15][CH:14]([CH3:16])[CH2:13][C@H:12]([NH:17][C:18]([C:20]1[O:21][C:22]2[CH:28]=[CH:27][C:26]([O:29][CH3:30])=[CH:25][C:23]=2[CH:24]=1)=[O:19])[C:10](=[O:11])[NH:9][C@H:8]1[CH2:7][C@H:6]([CH3:31])[CH2:5][N:4]([S:32]([C:35]2[CH:40]=[CH:39][CH:38]=[CH:37][N:36]=2)(=[O:34])=[O:33])[CH2:3][C:2]1=[O:1], predict the reactants needed to synthesize it. The reactants are: [OH:1][CH:2]1[CH:8]([NH:9][C:10]([C@@H:12]([NH:17][C:18]([C:20]2[O:21][C:22]3[CH:28]=[CH:27][C:26]([O:29][CH3:30])=[CH:25][C:23]=3[CH:24]=2)=[O:19])[CH2:13][CH:14]([CH3:16])[CH3:15])=[O:11])[CH2:7][CH:6]([CH3:31])[CH2:5][N:4]([S:32]([C:35]2[CH:40]=[CH:39][CH:38]=[CH:37][N:36]=2)(=[O:34])=[O:33])[CH2:3]1.CC(OI1(OC(C)=O)(OC(C)=O)OC(=O)C2C=CC=CC1=2)=O. (3) Given the product [Cl:22][C:5]1[C:6](=[O:21])[N:7]([C:10]2[CH:15]=[CH:14][C:13]([O:16][C:17]([F:20])([F:19])[F:18])=[CH:12][CH:11]=2)[N:8]([CH3:9])[C:4]=1[CH:2]([N:33]1[CH2:32][CH2:31][N:30]([C:28]2[CH:29]=[C:24]([Cl:23])[CH:25]=[CH:26][CH:27]=2)[CH2:35][CH2:34]1)[CH3:3], predict the reactants needed to synthesize it. The reactants are: Br[CH:2]([C:4]1[N:8]([CH3:9])[N:7]([C:10]2[CH:15]=[CH:14][C:13]([O:16][C:17]([F:20])([F:19])[F:18])=[CH:12][CH:11]=2)[C:6](=[O:21])[C:5]=1[Cl:22])[CH3:3].[Cl:23][C:24]1[CH:25]=[CH:26][C:27](C)=[C:28]([N:30]2[CH2:35][CH2:34][NH:33][CH2:32][CH2:31]2)[CH:29]=1.C(=O)([O-])[O-].[K+].[K+]. (4) Given the product [C:2]([CH2:5][O:6][C:7]1[CH:8]=[C:9]([CH:19]=[C:20]([O:22][CH3:23])[CH:21]=1)[C:10]([NH:12][CH:13]1[CH2:14][CH2:15][N:16]([CH2:33][C:31]2[CH:30]=[C:29]([O:35][CH2:36][CH3:37])[C:28]([C:38]3[CH:43]=[CH:42][C:41]([F:44])=[CH:40][CH:39]=3)=[C:27]([O:26][CH2:24][CH3:25])[CH:32]=2)[CH2:17][CH2:18]1)=[O:11])(=[O:4])[NH2:3], predict the reactants needed to synthesize it. The reactants are: Cl.[C:2]([CH2:5][O:6][C:7]1[CH:8]=[C:9]([CH:19]=[C:20]([O:22][CH3:23])[CH:21]=1)[C:10]([NH:12][CH:13]1[CH2:18][CH2:17][NH:16][CH2:15][CH2:14]1)=[O:11])(=[O:4])[NH2:3].[CH2:24]([O:26][C:27]1[CH:32]=[C:31]([CH:33]=O)[CH:30]=[C:29]([O:35][CH2:36][CH3:37])[C:28]=1[C:38]1[CH:43]=[CH:42][C:41]([F:44])=[CH:40][CH:39]=1)[CH3:25].C([BH3-])#N.[Na+].C(N(C(C)C)C(C)C)C. (5) Given the product [Br:14][C:15]1[C:16]([C:21]2[NH:25][N:24]=[CH:23][N:22]=2)=[C:17]([NH:20][C:11](=[O:13])[CH2:10][C:7]2[N:8]3[CH:9]=[C:2]([CH3:1])[N:3]=[C:4]3[S:5][CH:6]=2)[S:18][CH:19]=1, predict the reactants needed to synthesize it. The reactants are: [CH3:1][C:2]1[N:3]=[C:4]2[N:8]([CH:9]=1)[C:7]([CH2:10][C:11]([OH:13])=O)=[CH:6][S:5]2.[Br:14][C:15]1[C:16]([C:21]2[NH:25][N:24]=[CH:23][N:22]=2)=[C:17]([NH2:20])[S:18][CH:19]=1.